Dataset: Forward reaction prediction with 1.9M reactions from USPTO patents (1976-2016). Task: Predict the product of the given reaction. (1) Given the reactants C([O:3][C:4](=[O:40])[C:5]([CH2:17][CH2:18][CH2:19][CH2:20][CH2:21][N:22]1[C:26]([C:27]2[CH:32]=[CH:31][CH:30]=[CH:29][CH:28]=2)=[C:25]([C:33]2[CH:38]=[CH:37][CH:36]=[CH:35][CH:34]=2)[N:24]=[C:23]1[CH3:39])([C:11]1[CH:16]=[CH:15][CH:14]=[CH:13][CH:12]=1)[C:6]([O:8]CC)=[O:7])C, predict the reaction product. The product is: [CH3:39][C:23]1[N:22]([CH2:21][CH2:20][CH2:19][CH2:18][CH2:17][C:5]([C:11]2[CH:12]=[CH:13][CH:14]=[CH:15][CH:16]=2)([C:4]([OH:40])=[O:3])[C:6]([OH:8])=[O:7])[C:26]([C:27]2[CH:32]=[CH:31][CH:30]=[CH:29][CH:28]=2)=[C:25]([C:33]2[CH:34]=[CH:35][CH:36]=[CH:37][CH:38]=2)[N:24]=1. (2) Given the reactants [CH3:1][N:2]1[CH2:7][CH2:6][N:5]([CH2:8][C:9]2[CH:10]=[C:11]([CH:13]=[CH:14][CH:15]=2)[NH2:12])[CH2:4][CH2:3]1.[Cl:16][C:17]1[CH:25]=[CH:24][C:23]([NH:26][C:27]([C:29]2[CH:34]=[CH:33][N:32]=[C:31]([N:35]3[CH2:40][CH2:39][O:38][CH2:37][CH2:36]3)[CH:30]=2)=[O:28])=[CH:22][C:18]=1[C:19](O)=[O:20], predict the reaction product. The product is: [CH3:1][N:2]1[CH2:7][CH2:6][N:5]([CH2:8][C:9]2[CH:10]=[C:11]([NH:12][C:19](=[O:20])[C:18]3[CH:22]=[C:23]([NH:26][C:27]([C:29]4[CH:34]=[CH:33][N:32]=[C:31]([N:35]5[CH2:36][CH2:37][O:38][CH2:39][CH2:40]5)[CH:30]=4)=[O:28])[CH:24]=[CH:25][C:17]=3[Cl:16])[CH:13]=[CH:14][CH:15]=2)[CH2:4][CH2:3]1. (3) Given the reactants [F:1][C:2]1[CH:11]=[CH:10][C:9]([O:12][CH2:13][CH2:14][CH3:15])=[C:8]2[C:3]=1[C:4](=[O:24])[C:5]([C:16]1[CH:21]=[CH:20][C:19]([O:22]C)=[CH:18][CH:17]=1)=[CH:6][NH:7]2.B(Br)(Br)Br, predict the reaction product. The product is: [F:1][C:2]1[CH:11]=[CH:10][C:9]([O:12][CH2:13][CH2:14][CH3:15])=[C:8]2[C:3]=1[C:4](=[O:24])[C:5]([C:16]1[CH:17]=[CH:18][C:19]([OH:22])=[CH:20][CH:21]=1)=[CH:6][NH:7]2.